This data is from Forward reaction prediction with 1.9M reactions from USPTO patents (1976-2016). The task is: Predict the product of the given reaction. (1) Given the reactants Cl[CH2:2][C:3]1[N:4]=[C:5]([CH3:8])[S:6][CH:7]=1.CCN(C(C)C)C(C)C.[C:18]([N:25]1[CH2:30][CH2:29][NH:28][CH2:27][CH2:26]1)([O:20][C:21]([CH3:24])([CH3:23])[CH3:22])=[O:19], predict the reaction product. The product is: [CH3:8][C:5]1[S:6][CH:7]=[C:3]([CH2:2][N:28]2[CH2:27][CH2:26][N:25]([C:18]([O:20][C:21]([CH3:24])([CH3:23])[CH3:22])=[O:19])[CH2:30][CH2:29]2)[N:4]=1. (2) Given the reactants [Br:1][C:2]1[C:7]2[N:8]=C(C3C=CC(OC)=CC=3)[S:10][C:6]=2[CH:5]=[C:4]([O:19][CH3:20])[CH:3]=1.[CH:21]([C:24]1[C:32]([O:33][CH3:34])=[CH:31][CH:30]=[CH:29][C:25]=1[C:26](Cl)=O)([CH3:23])[CH3:22], predict the reaction product. The product is: [Br:1][C:2]1[C:7]2[N:8]=[C:26]([C:25]3[CH:29]=[CH:30][CH:31]=[C:32]([O:33][CH3:34])[C:24]=3[CH:21]([CH3:23])[CH3:22])[S:10][C:6]=2[CH:5]=[C:4]([O:19][CH3:20])[CH:3]=1. (3) The product is: [Cl:1][C:2]1[CH:3]=[CH:4][C:5]([CH:8]([CH2:9][NH:10][S:34]([C:37]2[CH:43]=[CH:42][C:40]([CH3:41])=[CH:39][CH:38]=2)(=[O:36])=[O:35])[CH2:18][C:19]([NH:20][C:21]2[CH:22]=[CH:23][CH:24]=[CH:25][CH:26]=2)=[O:27])=[CH:6][CH:7]=1. Given the reactants [Cl:1][C:2]1[CH:7]=[CH:6][C:5]([CH:8]([CH2:18][C:19](=[O:27])[NH:20][C:21]2[CH:26]=[CH:25][CH:24]=[CH:23][CH:22]=2)[CH2:9][NH:10]C(=O)OC(C)(C)C)=[CH:4][CH:3]=1.C([O-])([O-])=O.[K+].[K+].[S:34](Cl)([C:37]1[CH:43]=[CH:42][C:40]([CH3:41])=[CH:39][CH:38]=1)(=[O:36])=[O:35], predict the reaction product. (4) The product is: [C:29]([C:19]1[S:18][C:17]([N:14]2[C:13]3[CH:32]=[C:9]([CH2:8][N:5]4[CH2:4][CH2:3][CH:2]([NH:1][C:63]([CH:64]5[CH2:62][CH2:61][N:58]([CH3:56])[CH2:59][CH2:60]5)=[O:67])[CH2:7][CH2:6]4)[CH:10]=[CH:11][C:12]=3[N:16]=[CH:15]2)=[N:21][C:20]=1[C:22]1[CH:27]=[CH:26][CH:25]=[C:24]([Cl:28])[CH:23]=1)(=[O:30])[NH2:31]. Given the reactants [NH2:1][CH:2]1[CH2:7][CH2:6][N:5]([CH2:8][C:9]2[CH:10]=[CH:11][C:12]3[N:16]=[CH:15][N:14]([C:17]4[S:18][C:19]([C:29]([NH2:31])=[O:30])=[C:20]([C:22]5[CH:27]=[CH:26][CH:25]=[C:24]([Cl:28])[CH:23]=5)[N:21]=4)[C:13]=3[CH:32]=2)[CH2:4][CH2:3]1.CN(C(N(C)C)=[N+]1C2C(=NC=CC=2)N=N1)C.F[P-](F)(F)(F)(F)F.[CH2:56]([N:58]([CH2:61][CH3:62])[CH2:59][CH3:60])C.[C:63]([O:67]C(NC(C)(C)C(O)=O)=O)(C)(C)[CH3:64], predict the reaction product. (5) Given the reactants [O:1]=[C:2]1[CH:11]=[C:10]([C:12]([F:15])([F:14])[F:13])[C:9]2[C:4](=[CH:5][CH:6]=[C:7]([S:16](Cl)(=[O:18])=[O:17])[CH:8]=2)[NH:3]1.[C:20]1([NH2:26])[CH:25]=[CH:24][CH:23]=[CH:22][CH:21]=1.N1C=CC=CC=1, predict the reaction product. The product is: [C:20]1([NH:26][S:16]([C:7]2[CH:8]=[C:9]3[C:4](=[CH:5][CH:6]=2)[NH:3][C:2](=[O:1])[CH:11]=[C:10]3[C:12]([F:15])([F:14])[F:13])(=[O:18])=[O:17])[CH:25]=[CH:24][CH:23]=[CH:22][CH:21]=1.